This data is from Catalyst prediction with 721,799 reactions and 888 catalyst types from USPTO. The task is: Predict which catalyst facilitates the given reaction. (1) Reactant: [N:1]1([C:7](Cl)=[O:8])[CH2:6][CH2:5][CH2:4][CH2:3][CH2:2]1.C(N(CC)C(C)C)(C)C.[C:19]([O:23][C:24]([N:26]1[CH2:31][CH2:30][N:29]([C:32]2[C:52]([F:53])=[CH:51][C:35]3[N:36]=[C:37]([C:39]4[C:43]([NH2:44])=[CH:42][N:41]([CH:45]5[CH2:50][CH2:49][CH2:48][CH2:47][O:46]5)[N:40]=4)[NH:38][C:34]=3[CH:33]=2)[CH2:28][CH2:27]1)=[O:25])([CH3:22])([CH3:21])[CH3:20].C(=O)(O)[O-].[Na+]. Product: [C:19]([O:23][C:24]([N:26]1[CH2:31][CH2:30][N:29]([C:32]2[C:52]([F:53])=[CH:51][C:35]3[N:36]=[C:37]([C:39]4[C:43]([NH:44][C:7]([N:1]5[CH2:6][CH2:5][CH2:4][CH2:3][CH2:2]5)=[O:8])=[CH:42][N:41]([CH:45]5[CH2:50][CH2:49][CH2:48][CH2:47][O:46]5)[N:40]=4)[NH:38][C:34]=3[CH:33]=2)[CH2:28][CH2:27]1)=[O:25])([CH3:22])([CH3:20])[CH3:21]. The catalyst class is: 1. (2) Reactant: [CH2:1]([N:7]([CH3:26])[C:8]1[CH:25]=[CH:24][C:11]([CH:12]=[C:13]2[S:17][C:16](=[S:18])[N:15]([CH2:19][C:20](O)=[O:21])[C:14]2=[O:23])=[CH:10][CH:9]=1)[CH2:2][CH2:3][CH2:4][CH2:5][CH3:6].C(N1C=CN=C1)(N1C=CN=C1)=O.[CH3:39][S:40]([NH2:43])(=[O:42])=[O:41].[H-].[Na+].Cl. Product: [CH2:1]([N:7]([CH3:26])[C:8]1[CH:25]=[CH:24][C:11]([CH:12]=[C:13]2[S:17][C:16](=[S:18])[N:15]([CH2:19][C:20]([NH:43][S:40]([CH3:39])(=[O:42])=[O:41])=[O:21])[C:14]2=[O:23])=[CH:10][CH:9]=1)[CH2:2][CH2:3][CH2:4][CH2:5][CH3:6]. The catalyst class is: 9. (3) Reactant: [C:1]([C:5]1[CH:10]=[CH:9][C:8]([OH:11])=[CH:7][CH:6]=1)([CH3:4])([CH3:3])[CH3:2].C(Cl)[Cl:13]. Product: [C:1]([C:5]1[CH:6]=[CH:7][C:8]([OH:11])=[C:9]([Cl:13])[CH:10]=1)([CH3:4])([CH3:2])[CH3:3]. The catalyst class is: 5.